This data is from Reaction yield outcomes from USPTO patents with 853,638 reactions. The task is: Predict the reaction yield, written as a fraction of the theoretical maximum amount of product (1.0 means a 100% yield; for example, 0.34 means a 34% yield). (1) The catalyst is ClCCl.O. The yield is 0.620. The product is [ClH:39].[Br:1][C:2]1[C:3]([C:26]([F:29])([F:27])[F:28])=[CH:4][C:5]2[NH:25][C:40](=[O:42])[N:8]([CH:9]3[CH2:14][CH2:13][N:12]([C@H:15]4[CH2:16][CH2:17][C@@H:18]([O:21][CH2:22][CH2:23][CH3:24])[CH2:19][CH2:20]4)[CH2:11][CH2:10]3)[C:6]=2[CH:7]=1. The reactants are [Br:1][C:2]1[CH:7]=[C:6]([NH:8][CH:9]2[CH2:14][CH2:13][N:12]([C@H:15]3[CH2:20][CH2:19][C@@H:18]([O:21][CH2:22][CH2:23][CH3:24])[CH2:17][CH2:16]3)[CH2:11][CH2:10]2)[C:5]([NH2:25])=[CH:4][C:3]=1[C:26]([F:29])([F:28])[F:27].C(N(C(C)C)CC)(C)C.[Cl:39][C:40](Cl)([O:42]C(=O)OC(Cl)(Cl)Cl)Cl.C([O-])(O)=O.[Na+]. (2) The reactants are [OH:1][C:2]([CH3:21])([CH3:20])[CH2:3][N:4]1[C:8]([CH3:9])=[C:7]([C:10](O)=[O:11])[C:6](=[O:13])[N:5]1[C:14]1[CH:19]=[CH:18][CH:17]=[CH:16][CH:15]=1.C(N(C(C)C)CC)(C)C.CN([C:34]([O:38]N1N=NC2C=CC=NC1=2)=[N+](C)C)C.F[P-](F)(F)(F)(F)F.[F:55][C:56]1[CH:57]=[C:58]([NH2:75])[CH:59]=[CH:60][C:61]=1[O:62][C:63]1[C:72]2[C:67](=[CH:68][C:69]([O:73][CH3:74])=[CH:70][CH:71]=2)[N:66]=[CH:65][CH:64]=1. The catalyst is CN(C=O)C.ClCCl. The product is [CH3:34][O:38][C:70]1[CH:71]=[C:72]2[C:67](=[CH:68][C:69]=1[O:73][CH3:74])[N:66]=[CH:65][CH:64]=[C:63]2[O:62][C:61]1[CH:60]=[CH:59][C:58]([NH:75][C:10]([C:7]2[C:6](=[O:13])[N:5]([C:14]3[CH:15]=[CH:16][CH:17]=[CH:18][CH:19]=3)[N:4]([CH2:3][C:2]([OH:1])([CH3:21])[CH3:20])[C:8]=2[CH3:9])=[O:11])=[CH:57][C:56]=1[F:55]. The yield is 0.740. (3) The reactants are I[C:2]1[CH:3]=[CH:4][C:5]2[N:6]([CH:8]=[C:9]([NH2:11])[N:10]=2)[N:7]=1.[NH2:12][C:13]1[CH:14]=[C:15]([OH:19])[CH:16]=[CH:17][CH:18]=1.C(=O)([O-])[O-].[K+].[K+].CN(C)C=O. The catalyst is O. The product is [NH2:12][C:13]1[CH:14]=[C:15]([CH:16]=[CH:17][CH:18]=1)[O:19][C:2]1[CH:3]=[CH:4][C:5]2[N:6]([CH:8]=[C:9]([NH2:11])[N:10]=2)[N:7]=1. The yield is 0.370.